This data is from Reaction yield outcomes from USPTO patents with 853,638 reactions. The task is: Predict the reaction yield, written as a fraction of the theoretical maximum amount of product (1.0 means a 100% yield; for example, 0.34 means a 34% yield). (1) The catalyst is C(Cl)(Cl)(Cl)Cl.O. The yield is 0.600. The product is [N:34]1([CH2:8][C:6]2[CH:7]=[C:2]([Br:1])[C:3]([O:10][CH:11]([F:13])[F:12])=[N:4][CH:5]=2)[CH:18]=[N:17][CH:16]=[N:35]1. The reactants are [Br:1][C:2]1[C:3]([O:10][CH:11]([F:13])[F:12])=[N:4][CH:5]=[C:6]([CH2:8]Br)[CH:7]=1.BrC1[C:16](OC(F)F)=[N:17][CH:18]=C(C)C=1.BrN1C(=O)CCC1=O.[N:34](C(C)(C)C#N)=[N:35]C(C)(C)C#N. (2) The catalyst is C(OCC)(=O)C.O.O1CCOCC1. The product is [C:23]([O:22][C:20]([N:2]1[CH2:7][CH2:6][CH2:5][CH2:4][CH:3]1[CH2:8][CH2:9][CH2:10][C:11]([OH:13])=[O:12])=[O:21])([CH3:26])([CH3:25])[CH3:24]. The yield is 1.00. The reactants are Cl.[NH:2]1[CH2:7][CH2:6][CH2:5][CH2:4][CH:3]1[CH2:8][CH2:9][CH2:10][C:11]([OH:13])=[O:12].C([O-])([O-])=O.[K+].[K+].[C:20](O[C:20]([O:22][C:23]([CH3:26])([CH3:25])[CH3:24])=[O:21])([O:22][C:23]([CH3:26])([CH3:25])[CH3:24])=[O:21]. (3) The reactants are [C:1]([C:4]1([C:7]([O:9]CC)=O)[CH2:6][CH2:5]1)(=[O:3])[CH3:2].BrBr.[CH2:14]([NH2:21])[C:15]1[CH:20]=[CH:19][CH:18]=[CH:17][CH:16]=1. The catalyst is CCO. The product is [C:15]1([CH2:14][N:21]2[CH2:2][C:1](=[O:3])[C:4]3([CH2:5][CH2:6]3)[C:7]2=[O:9])[CH:20]=[CH:19][CH:18]=[CH:17][CH:16]=1. The yield is 0.260. (4) The product is [OH:20][C@H:17]1[CH2:18][CH2:19][N:15]([C:13]([O:12][C:8]([CH3:9])([CH3:10])[CH3:11])=[O:14])[C@@H:16]1[CH2:21][OH:22]. The yield is 0.550. The catalyst is C1COCC1. The reactants are [Li+].[BH4-].C[Si](Cl)(C)C.[C:8]([O:12][C:13]([N:15]1[CH2:19][CH2:18][C@H:17]([OH:20])[C@H:16]1[C:21](O)=[O:22])=[O:14])([CH3:11])([CH3:10])[CH3:9]. (5) The reactants are I[C:2]1[C:3](=[O:17])[NH:4][C:5](=[O:16])[N:6]([CH:15]=1)[C@@H:7]1[O:14][C@H:11]([CH2:12][OH:13])[C@@H:9]([OH:10])[CH2:8]1.C[Sn](C)(C)[C:20]1[CH:25]=[CH:24][CH:23]=[CH:22][N:21]=1. The catalyst is C1C=CC(P(C2C=CC=CC=2)C2C=CC=CC=2)=CC=1.C1C=CC(P(C2C=CC=CC=2)C2C=CC=CC=2)=CC=1.Cl[Pd]Cl.O1CCOCC1. The product is [N:21]1[CH:22]=[CH:23][CH:24]=[CH:25][C:20]=1[C:2]1[C:3](=[O:17])[NH:4][C:5](=[O:16])[N:6]([CH:15]=1)[C@@H:7]1[O:14][C@H:11]([CH2:12][OH:13])[C@@H:9]([OH:10])[CH2:8]1. The yield is 0.830. (6) The reactants are [CH2:1]([CH:3]([C:6]1[C:7]2[N:8]([C:13](C3C4C(=C(C)C=CC=4)NC=3)=[C:14]([CH3:16])[N:15]=2)[N:9]=[C:10]([CH3:12])[CH:11]=1)[CH2:4][CH3:5])[CH3:2].[CH3:27][N:28]([CH:30]=O)[CH3:29].[H-].[Na+].CI. The catalyst is CCOC(C)=O. The product is [CH3:27][N:28]1[C:29]2[C:1](=[CH:3][CH:6]=[CH:11][C:10]=2[CH3:12])[CH:2]=[C:30]1[C:13]1[N:8]2[N:9]=[C:10]([CH3:12])[CH:11]=[C:6]([CH:3]([CH2:4][CH3:5])[CH2:1][CH3:2])[C:7]2=[N:15][C:14]=1[CH3:16]. The yield is 0.660.